Predict which catalyst facilitates the given reaction. From a dataset of Catalyst prediction with 721,799 reactions and 888 catalyst types from USPTO. (1) Reactant: [F:1][C:2]([F:11])([F:10])[C:3]1[CH2:4][C:5](=[O:9])[N:6]=[CH:7][N:8]=1.C([O-])(=O)C.[Na+].[Br:17]Br. Product: [Br:17][C:4]1[C:5](=[O:9])[NH:6][CH:7]=[N:8][C:3]=1[C:2]([F:1])([F:10])[F:11]. The catalyst class is: 15. (2) Reactant: [C:1]([N:5]1[C:9]2=[N:10][CH:11]=[N:12][C:13]([NH2:14])=[C:8]2[C:7]([O:15]C)=[N:6]1)([CH3:4])([CH3:3])[CH3:2].[I-].[Na+].C[Si](Cl)(C)C. Product: [NH2:14][C:13]1[N:12]=[CH:11][N:10]=[C:9]2[N:5]([C:1]([CH3:4])([CH3:3])[CH3:2])[N:6]=[C:7]([OH:15])[C:8]=12. The catalyst class is: 10. (3) Reactant: C(=O)([O-])[O-].[K+].[K+].C([O:10][CH2:11][CH2:12][O:13][C:14]1[C:18]([C:19]2[CH:27]=[CH:26][C:22]3[O:23][CH2:24][O:25][C:21]=3[CH:20]=2)=[C:17]([N:28](S(C2C=CC(C(C)(C)C(OCC)=O)=CC=2)(=O)=O)[S:29]([C:32]2[CH:37]=[CH:36][C:35]([C:38]([CH3:45])([CH3:44])[C:39]([O:41][CH2:42][CH3:43])=[O:40])=[CH:34][CH:33]=2)(=[O:31])=[O:30])[N:16]([CH3:63])[N:15]=1)(=O)C.[Cl-].[NH4+].Cl. Product: [O:23]1[C:22]2[CH:26]=[CH:27][C:19]([C:18]3[C:14]([O:13][CH2:12][CH2:11][OH:10])=[N:15][N:16]([CH3:63])[C:17]=3[NH:28][S:29]([C:32]3[CH:33]=[CH:34][C:35]([C:38]([CH3:45])([CH3:44])[C:39]([O:41][CH2:42][CH3:43])=[O:40])=[CH:36][CH:37]=3)(=[O:31])=[O:30])=[CH:20][C:21]=2[O:25][CH2:24]1. The catalyst class is: 138.